This data is from Reaction yield outcomes from USPTO patents with 853,638 reactions. The task is: Predict the reaction yield, written as a fraction of the theoretical maximum amount of product (1.0 means a 100% yield; for example, 0.34 means a 34% yield). (1) The reactants are Cl[C:2](OC(Cl)(Cl)Cl)=[O:3].[NH2:9][C:10]1[CH:18]=[CH:17][C:16]([Cl:19])=[CH:15][C:11]=1[C:12]([OH:14])=[O:13]. The catalyst is O1CCOCC1. The product is [Cl:19][C:16]1[CH:17]=[CH:18][C:10]2[NH:9][C:2](=[O:3])[O:13][C:12](=[O:14])[C:11]=2[CH:15]=1. The yield is 0.920. (2) The reactants are [C:1](Cl)(Cl)=[O:2].[NH2:5][C:6]1[CH:11]=[CH:10][CH:9]=[C:8]([CH3:12])[N:7]=1.C(N(CC)CC)C.[C:20]([OH:24])([CH3:23])([CH3:22])[CH3:21]. The catalyst is C(Cl)(Cl)Cl. The product is [C:20]([O:24][C:1](=[O:2])[NH:5][C:6]1[CH:11]=[CH:10][CH:9]=[C:8]([CH3:12])[N:7]=1)([CH3:23])([CH3:22])[CH3:21]. The yield is 0.940. (3) The reactants are ClC1C=CC=C(C(OO)=[O:9])C=1.[CH2:12]([S:15][C:16]1[N:21]=[C:20]([C:22]2[S:23][C:24]3[CH:32]=[CH:31][CH:30]=[CH:29][C:25]=3[C:26](=[O:28])[N:27]=2)[CH:19]=[CH:18][CH:17]=1)[CH2:13][CH3:14]. The catalyst is C(OCC)(=O)C. The product is [CH2:12]([S:15]([C:16]1[N:21]=[C:20]([C:22]2[S:23][C:24]3[CH:32]=[CH:31][CH:30]=[CH:29][C:25]=3[C:26](=[O:28])[N:27]=2)[CH:19]=[CH:18][CH:17]=1)=[O:9])[CH2:13][CH3:14]. The yield is 0.760.